The task is: Predict the reactants needed to synthesize the given product.. This data is from Full USPTO retrosynthesis dataset with 1.9M reactions from patents (1976-2016). Given the product [CH3:1][O:2][C:3]1[CH:12]=[CH:11][CH:10]=[C:9]2[C:4]=1[CH2:5][CH:6]([NH:13][CH2:15][CH2:16][CH2:17][C:18]1[C:26]3[C:21](=[CH:22][CH:23]=[C:24]([C:27]#[N:28])[CH:25]=3)[NH:20][CH:19]=1)[CH2:7][O:8]2, predict the reactants needed to synthesize it. The reactants are: [CH3:1][O:2][C:3]1[CH:12]=[CH:11][CH:10]=[C:9]2[C:4]=1[CH2:5][CH:6]([NH2:13])[CH2:7][O:8]2.Br[CH2:15][CH2:16][CH2:17][C:18]1[C:26]2[C:21](=[CH:22][CH:23]=[C:24]([C:27]#[N:28])[CH:25]=2)[NH:20][CH:19]=1.C(N(CC)CC)C.CO.